Dataset: Catalyst prediction with 721,799 reactions and 888 catalyst types from USPTO. Task: Predict which catalyst facilitates the given reaction. (1) Reactant: [NH2:1][C:2]1[CH:7]=[CH:6][CH:5]=[CH:4][C:3]=1[OH:8].[C:9]([O:13][C:14]([N:16]1[CH2:21][CH2:20][C:19](=O)[CH2:18][CH2:17]1)=[O:15])([CH3:12])([CH3:11])[CH3:10].C(O[BH-](OC(=O)C)OC(=O)C)(=O)C.[Na+]. Product: [C:9]([O:13][C:14]([N:16]1[CH2:21][CH2:20][CH:19]([NH:1][C:2]2[CH:7]=[CH:6][CH:5]=[CH:4][C:3]=2[OH:8])[CH2:18][CH2:17]1)=[O:15])([CH3:12])([CH3:10])[CH3:11]. The catalyst class is: 26. (2) Reactant: [C:1]1([C:7]2[NH:8][C:9]3[C:14]([CH:15]=2)=[CH:13][CH:12]=[C:11]([C:16]([O:18][CH3:19])=[O:17])[CH:10]=3)[CH:6]=[CH:5][CH:4]=[CH:3][CH:2]=1.[H-].[Na+].Br[CH:23]1[CH2:28][CH2:27][CH2:26][CH:25]=[CH:24]1. Product: [CH:28]1([C:15]2[C:14]3[C:9](=[CH:10][C:11]([C:16]([O:18][CH3:19])=[O:17])=[CH:12][CH:13]=3)[NH:8][C:7]=2[C:1]2[CH:2]=[CH:3][CH:4]=[CH:5][CH:6]=2)[CH2:27][CH2:26][CH2:25][CH:24]=[CH:23]1. The catalyst class is: 3. (3) Reactant: Cl.[C:2]1([C:8]2[CH2:9][CH2:10][NH:11][CH2:12][CH:13]=2)[CH:7]=[CH:6][CH:5]=[CH:4][CH:3]=1.[OH-].[Na+].[Cl:16][C:17]1[N:18]([CH2:25][C@:26]2([CH3:29])[CH2:28][O:27]2)[CH:19]=[C:20]([N+:22]([O-:24])=[O:23])[N:21]=1.CN(C=O)C. Product: [Cl:16][C:17]1[N:18]([CH2:25][C@@:26]([CH3:29])([OH:27])[CH2:28][N:11]2[CH2:10][CH:9]=[C:8]([C:2]3[CH:7]=[CH:6][CH:5]=[CH:4][CH:3]=3)[CH2:13][CH2:12]2)[CH:19]=[C:20]([N+:22]([O-:24])=[O:23])[N:21]=1. The catalyst class is: 6. (4) Reactant: OC1C=C(C=CC=1)OCC[N:8]1[C:16](=[O:17])[C:15]2[C:10](=[CH:11][CH:12]=[CH:13][CH:14]=2)[C:9]1=[O:18].C(=O)([O-])[O-].[Cs+].[Cs+]. Product: [C:16]1(=[O:17])[NH:8][C:9](=[O:18])[C:10]2=[CH:11][CH:12]=[CH:13][CH:14]=[C:15]12. The catalyst class is: 37. (5) Reactant: I[CH3:2].Cl.[CH3:4][N:5]1[C:9]2([CH2:14][CH2:13][CH:12]([N:15]3[CH:19]=[C:18]([C:20]4[C:21]([NH:38][CH2:39][CH:40]5[CH2:45][CH2:44][NH:43][CH2:42][CH2:41]5)=[N:22][C:23]([C:26]5[CH:31]=[CH:30][CH:29]=[C:28]([C:32]6[CH:33]=[N:34][N:35]([CH3:37])[CH:36]=6)[CH:27]=5)=[N:24][CH:25]=4)[CH:17]=[N:16]3)[CH2:11][CH2:10]2)[CH2:8][CH2:7][C:6]1=[O:46]. Product: [CH3:4][N:5]1[C:9]2([CH2:10][CH2:11][CH:12]([N:15]3[CH:19]=[C:18]([C:20]4[C:21]([NH:38][CH2:39][CH:40]5[CH2:41][CH2:42][N:43]([CH3:2])[CH2:44][CH2:45]5)=[N:22][C:23]([C:26]5[CH:31]=[CH:30][CH:29]=[C:28]([C:32]6[CH:33]=[N:34][N:35]([CH3:37])[CH:36]=6)[CH:27]=5)=[N:24][CH:25]=4)[CH:17]=[N:16]3)[CH2:13][CH2:14]2)[CH2:8][CH2:7][C:6]1=[O:46]. The catalyst class is: 9. (6) Reactant: [CH2:1]([O:8][C:9]([NH:11][C@@H:12]([CH3:23])[C:13](=[O:22])[C:14]([CH3:21])([CH3:20])[C:15]([O:17][CH2:18][CH3:19])=[O:16])=[O:10])[C:2]1[CH:7]=[CH:6][CH:5]=[CH:4][CH:3]=1.[BH4-].[Na+].[Cl-].[NH4+]. Product: [CH2:1]([O:8][C:9]([NH:11][C@@H:12]([CH3:23])[CH:13]([OH:22])[C:14]([CH3:21])([CH3:20])[C:15]([O:17][CH2:18][CH3:19])=[O:16])=[O:10])[C:2]1[CH:3]=[CH:4][CH:5]=[CH:6][CH:7]=1. The catalyst class is: 5. (7) Reactant: [O:1]=[C:2]1[CH2:7][CH2:6][C@@H:5]([C:8]([O:10][CH2:11][C:12]2[CH:17]=[CH:16][CH:15]=[CH:14][CH:13]=2)=[O:9])[C@H:4]([C:18]([O:20][CH3:21])=[O:19])[CH2:3]1.[BH4-].[Na+]. Product: [OH:1][C@@H:2]1[CH2:7][CH2:6][C@@H:5]([C:8]([O:10][CH2:11][C:12]2[CH:13]=[CH:14][CH:15]=[CH:16][CH:17]=2)=[O:9])[C@H:4]([C:18]([O:20][CH3:21])=[O:19])[CH2:3]1. The catalyst class is: 1. (8) Reactant: [NH2:1][C:2]1[C:6]([CH3:7])=[CH:5][S:4][C:3]=1[C:8]([O:10]C)=O.C(O)(=O)C.[O-:16][C:17]#[N:18].[K+].[OH-].[Na+].Cl. Product: [CH3:7][C:6]1[C:2]2[NH:1][C:17](=[O:16])[NH:18][C:8](=[O:10])[C:3]=2[S:4][CH:5]=1. The catalyst class is: 6. (9) Reactant: C[O:2][C:3](=[O:21])[C:4]#[C:5][C:6]1[C:7]([NH:16][CH2:17][CH2:18][CH2:19][CH3:20])=[N:8][C:9]([C:12]([F:15])([F:14])[F:13])=[CH:10][CH:11]=1.[Li+].[OH-].Cl. Product: [CH2:17]([NH:16][C:7]1[C:6]([C:5]#[C:4][C:3]([OH:21])=[O:2])=[CH:11][CH:10]=[C:9]([C:12]([F:15])([F:13])[F:14])[N:8]=1)[CH2:18][CH2:19][CH3:20]. The catalyst class is: 1.